From a dataset of Catalyst prediction with 721,799 reactions and 888 catalyst types from USPTO. Predict which catalyst facilitates the given reaction. (1) Reactant: [N+:1]([C:4]1[CH:20]=[CH:19][C:7]2[CH2:8][CH2:9][N:10]([C:13](=[O:18])[C:14]([F:17])([F:16])[F:15])[CH2:11][CH2:12][C:6]=2[CH:5]=1)([O-])=O.[Sn](Cl)(Cl)(Cl)Cl.CN(C=O)C. Product: [F:17][C:14]([F:15])([F:16])[C:13]([N:10]1[CH2:9][CH2:8][C:7]2[CH:19]=[CH:20][C:4]([NH2:1])=[CH:5][C:6]=2[CH2:12][CH2:11]1)=[O:18]. The catalyst class is: 6. (2) Reactant: [Br:1][C:2]1[CH:3]=[CH:4][C:5](F)=[C:6]([N+:8]([O-:10])=[O:9])[CH:7]=1.[NH2:12][CH2:13][CH2:14][N:15]1[CH2:20][CH2:19][O:18][CH2:17][CH2:16]1. Product: [Br:1][C:2]1[CH:3]=[CH:4][C:5]([NH:12][CH2:13][CH2:14][N:15]2[CH2:20][CH2:19][O:18][CH2:17][CH2:16]2)=[C:6]([N+:8]([O-:10])=[O:9])[CH:7]=1. The catalyst class is: 1.